From a dataset of Full USPTO retrosynthesis dataset with 1.9M reactions from patents (1976-2016). Predict the reactants needed to synthesize the given product. (1) The reactants are: O.C(O)(C(F)(F)F)=O.[Cl:9][C:10]1[CH:11]=[C:12]([C:41]2[CH:46]=[CH:45][C:44]([C:47]([N:49]3[CH2:54][CH2:53][C:52]([F:56])([F:55])[CH2:51][CH2:50]3)=[O:48])=[CH:43][CH:42]=2)[CH:13]=[C:14]([Cl:40])[C:15]=1[CH2:16][C@@H:17]1[CH2:21][CH2:20][N:19]([N:22]2[CH2:27][CH2:26][CH:25]([O:28][Si](C(C)C)(C(C)C)C(C)C)[CH2:24][CH2:23]2)[C:18]1=[O:39]. Given the product [Cl:40][C:14]1[CH:13]=[C:12]([C:41]2[CH:42]=[CH:43][C:44]([C:47]([N:49]3[CH2:54][CH2:53][C:52]([F:55])([F:56])[CH2:51][CH2:50]3)=[O:48])=[CH:45][CH:46]=2)[CH:11]=[C:10]([Cl:9])[C:15]=1[CH2:16][C@@H:17]1[CH2:21][CH2:20][N:19]([N:22]2[CH2:27][CH2:26][CH:25]([OH:28])[CH2:24][CH2:23]2)[C:18]1=[O:39], predict the reactants needed to synthesize it. (2) Given the product [F:9][C:4]1[C:3]([CH3:10])=[C:2]([CH:7]=[CH:6][C:5]=1[F:8])[C:12]#[N:13], predict the reactants needed to synthesize it. The reactants are: Br[C:2]1[CH:7]=[CH:6][C:5]([F:8])=[C:4]([F:9])[C:3]=1[CH3:10].[Cu](C#N)[C:12]#[N:13]. (3) Given the product [CH3:1][S:2]([NH:7][CH2:8][CH2:9][N:10]1[C:19]2[C:14](=[CH:15][CH:16]=[CH:17][CH:18]=2)[N:13]=[C:12]([C:20]2[S:21][CH:22]=[CH:23][CH:24]=2)[C:11]1=[O:25])(=[O:4])=[O:3], predict the reactants needed to synthesize it. The reactants are: [CH3:1][S:2](Cl)(=[O:4])=[O:3].Cl.[NH2:7][CH2:8][CH2:9][N:10]1[C:19]2[C:14](=[CH:15][CH:16]=[CH:17][CH:18]=2)[N:13]=[C:12]([C:20]2[S:21][CH:22]=[CH:23][CH:24]=2)[C:11]1=[O:25].C(N(CC)CC)C.O. (4) The reactants are: C1(P(C2CCCCC2)C2C=CC=CC=2C2C=CC=CC=2)CCCCC1.[F:26][C:27]([F:56])([F:55])[C:28]1[CH:29]=[C:30]([C:38]2[C:39]3[N:40]([N:44]=[C:45]([NH:47][CH:48]4[CH2:53][CH2:52][NH:51][CH2:50][CH:49]4[F:54])[N:46]=3)[CH:41]=[CH:42][CH:43]=2)[CH:31]=[C:32]([C:34]([F:37])([F:36])[F:35])[CH:33]=1.Cl[C:58]1[S:62][N:61]=[C:60]([CH3:63])[N:59]=1.CC(C)([O-])C.[Na+]. Given the product [F:56][C:27]([F:26])([F:55])[C:28]1[CH:29]=[C:30]([C:38]2[C:39]3[N:40]([N:44]=[C:45]([NH:47][CH:48]4[CH2:53][CH2:52][N:51]([C:58]5[S:62][N:61]=[C:60]([CH3:63])[N:59]=5)[CH2:50][CH:49]4[F:54])[N:46]=3)[CH:41]=[CH:42][CH:43]=2)[CH:31]=[C:32]([C:34]([F:35])([F:36])[F:37])[CH:33]=1, predict the reactants needed to synthesize it. (5) Given the product [Cl:1][C:2]1[C:19]([CH2:20][N:21]2[CH2:22][CH2:23][C:24]3([O:29][CH2:28][CH2:27][N:26]([C:30]([C:32]4[N:33]=[C:34]([CH:37]([CH3:38])[CH3:39])[S:35][CH:36]=4)=[O:31])[CH2:25]3)[CH2:40][CH2:41]2)=[CH:18][CH:17]=[CH:16][C:3]=1[CH2:4][CH2:5][O:6][CH2:7][CH2:8][C:9]([OH:11])=[O:10], predict the reactants needed to synthesize it. The reactants are: [Cl:1][C:2]1[C:19]([CH2:20][N:21]2[CH2:41][CH2:40][C:24]3([O:29][CH2:28][CH2:27][N:26]([C:30]([C:32]4[N:33]=[C:34]([CH:37]([CH3:39])[CH3:38])[S:35][CH:36]=4)=[O:31])[CH2:25]3)[CH2:23][CH2:22]2)=[CH:18][CH:17]=[CH:16][C:3]=1[CH2:4][CH2:5][O:6][CH2:7][CH2:8][C:9]([O:11]C(C)(C)C)=[O:10].FC1C(CN2CCC3(OCCN(C(C4N=C(C(C)C)SC=4)=O)C3)CC2)=CC=CC=1CCOCCC([O-])=O. (6) Given the product [NH2:12][CH2:11][CH:9]1[O:8][B:7]([OH:15])[C:6]2[C:5]([O:16][CH2:17][CH2:18][CH2:19][NH:20][C:21](=[O:27])[O:22][C:23]([CH3:25])([CH3:24])[CH3:26])=[CH:4][CH:3]=[C:2]([Cl:1])[C:10]1=2, predict the reactants needed to synthesize it. The reactants are: [Cl:1][C:2]1[C:10]2[CH:9]([CH2:11][N+:12]([O-])=O)[O:8][B:7]([OH:15])[C:6]=2[C:5]([O:16][CH2:17][CH2:18][CH2:19][NH:20][C:21](=[O:27])[O:22][C:23]([CH3:26])([CH3:25])[CH3:24])=[CH:4][CH:3]=1.N.